This data is from Full USPTO retrosynthesis dataset with 1.9M reactions from patents (1976-2016). The task is: Predict the reactants needed to synthesize the given product. (1) Given the product [CH2:32]([O:31][C:29]([C:24]1([NH:23][C:22]([CH:16]2[CH2:15][CH:14]([O:13][C:11]3[CH:10]=[C:9]([C:35]4[CH:36]=[CH:37][CH:38]=[CH:39][CH:40]=4)[N:8]=[C:7]([C:1]4[CH:6]=[CH:5][CH:4]=[CH:3][CH:2]=4)[N:12]=3)[CH2:18][CH:17]2[C:19](=[O:21])[N:42]([CH2:43][CH2:44][CH2:45][CH2:46][CH:47]=[CH2:48])[CH3:41])=[O:34])[CH2:26][CH:25]1[CH:27]=[CH2:28])=[O:30])[CH3:33], predict the reactants needed to synthesize it. The reactants are: [C:1]1([C:7]2[N:12]=[C:11]([O:13][CH:14]3[CH2:18][CH:17]([C:19]([OH:21])=O)[CH:16]([C:22](=[O:34])[NH:23][C:24]4([C:29]([O:31][CH2:32][CH3:33])=[O:30])[CH2:26][CH:25]4[CH:27]=[CH2:28])[CH2:15]3)[CH:10]=[C:9]([C:35]3[CH:40]=[CH:39][CH:38]=[CH:37][CH:36]=3)[N:8]=2)[CH:6]=[CH:5][CH:4]=[CH:3][CH:2]=1.[CH3:41][NH:42][CH:43]=[CH:44][CH2:45][CH2:46][CH2:47][CH3:48].CN(C(ON1N=NC2C=CC=NC1=2)=[N+](C)C)C.F[P-](F)(F)(F)(F)F. (2) Given the product [F:56][C:41]([F:40])([S:52]([O:23][C:18]1[CH:19]=[C:20]2[C:15](=[CH:16][CH:17]=1)[C:12]1=[N:13][O:14][C:10]([C:7]3[CH:8]=[CH:9][C:4]([CH2:1][CH2:2][CH3:3])=[CH:5][CH:6]=3)=[C:11]1[CH2:22][CH2:21]2)(=[O:54])=[O:53])[C:42]([F:50])([F:51])[C:43]([F:49])([F:48])[C:44]([F:47])([F:46])[F:45], predict the reactants needed to synthesize it. The reactants are: [CH2:1]([C:4]1[CH:9]=[CH:8][C:7]([C:10]2[O:14][N:13]=[C:12]3[C:15]4[C:20]([CH2:21][CH2:22][C:11]=23)=[CH:19][C:18]([OH:23])=[CH:17][CH:16]=4)=[CH:6][CH:5]=1)[CH2:2][CH3:3].CN(C1C=CC=CN=1)C.C(N(CC)CC)C.[F:40][C:41]([F:56])([S:52](F)(=[O:54])=[O:53])[C:42]([F:51])([F:50])[C:43]([F:49])([F:48])[C:44]([F:47])([F:46])[F:45].